From a dataset of Forward reaction prediction with 1.9M reactions from USPTO patents (1976-2016). Predict the product of the given reaction. (1) Given the reactants [NH2:1][C:2]1[C:3]2[CH:10]=[CH:9][N:8]([C@@H:11]3[O:15][C@@:14]([CH2:18][OH:19])([CH:16]=O)[C@@H:13]([O:20][Si:21]([C:24]([CH3:27])([CH3:26])[CH3:25])([CH3:23])[CH3:22])[CH2:12]3)[C:4]=2[N:5]=[CH:6][N:7]=1.[C:28](=O)([O-])[O-].[K+].[K+].[N+](=C(P(=O)(OC)OC)C(=O)C)=[N-], predict the reaction product. The product is: [NH2:1][C:2]1[C:3]2[CH:10]=[CH:9][N:8]([C@@H:11]3[O:15][C@@:14]([CH2:18][OH:19])([C:16]#[CH:28])[C@@H:13]([O:20][Si:21]([C:24]([CH3:25])([CH3:26])[CH3:27])([CH3:23])[CH3:22])[CH2:12]3)[C:4]=2[N:5]=[CH:6][N:7]=1. (2) Given the reactants [Cl:1][C:2]1[CH:26]=[CH:25][CH:24]=[CH:23][C:3]=1[C:4]([C:6]1[C:13](=[O:14])[N:9]2[CH2:10][CH2:11][CH2:12][N:8]2[C:7]=1[C:15]1[CH:20]=[CH:19][N:18]=[C:17](SC)[N:16]=1)=[O:5].O[O:28][S:29]([O-:31])=O.[K+].S([O-])(O[O-])(=O)=O.[K+].[K+].[C:41]([O-])(O)=O.[Na+], predict the reaction product. The product is: [Cl:1][C:2]1[CH:26]=[CH:25][CH:24]=[CH:23][C:3]=1[C:4]([C:6]1[C:13](=[O:14])[N:9]2[CH2:10][CH2:11][CH2:12][N:8]2[C:7]=1[C:15]1[CH:20]=[CH:19][N:18]=[C:17]([S:29]([CH3:41])(=[O:31])=[O:28])[N:16]=1)=[O:5]. (3) Given the reactants [CH3:1][O:2][C:3]([C:5]1[CH:13]=[C:12]2[C:8]([C:9]([CH:37]3[CH2:42][CH2:41][CH2:40][CH2:39][CH2:38]3)=[C:10]([C:23]3[CH:28]=[CH:27][C:26](OS(C(F)(F)F)(=O)=O)=[CH:25][CH:24]=3)[N:11]2[CH2:14][C:15]([N:17]2[CH2:22][CH2:21][O:20][CH2:19][CH2:18]2)=[O:16])=[CH:7][CH:6]=1)=[O:4].[CH3:43][N:44]([CH3:54])[C:45]1[CH:50]=[CH:49][C:48](B(O)O)=[CH:47][CH:46]=1.C([O-])(O)=O.[Na+], predict the reaction product. The product is: [CH3:1][O:2][C:3]([C:5]1[CH:13]=[C:12]2[C:8]([C:9]([CH:37]3[CH2:38][CH2:39][CH2:40][CH2:41][CH2:42]3)=[C:10]([C:23]3[CH:24]=[CH:25][C:26]([C:48]4[CH:49]=[CH:50][C:45]([N:44]([CH3:54])[CH3:43])=[CH:46][CH:47]=4)=[CH:27][CH:28]=3)[N:11]2[CH2:14][C:15]([N:17]2[CH2:18][CH2:19][O:20][CH2:21][CH2:22]2)=[O:16])=[CH:7][CH:6]=1)=[O:4].